Task: Regression. Given two drug SMILES strings and cell line genomic features, predict the synergy score measuring deviation from expected non-interaction effect.. Dataset: NCI-60 drug combinations with 297,098 pairs across 59 cell lines (1) Drug 1: C1=CC(=C2C(=C1NCCNCCO)C(=O)C3=C(C=CC(=C3C2=O)O)O)NCCNCCO. Drug 2: CC1C(C(=O)NC(C(=O)N2CCCC2C(=O)N(CC(=O)N(C(C(=O)O1)C(C)C)C)C)C(C)C)NC(=O)C3=C4C(=C(C=C3)C)OC5=C(C(=O)C(=C(C5=N4)C(=O)NC6C(OC(=O)C(N(C(=O)CN(C(=O)C7CCCN7C(=O)C(NC6=O)C(C)C)C)C)C(C)C)C)N)C. Cell line: COLO 205. Synergy scores: CSS=46.9, Synergy_ZIP=14.8, Synergy_Bliss=11.9, Synergy_Loewe=9.56, Synergy_HSA=11.7. (2) Drug 1: C1=CC(=CC=C1CC(C(=O)O)N)N(CCCl)CCCl.Cl. Drug 2: CC1=C(C=C(C=C1)C(=O)NC2=CC(=CC(=C2)C(F)(F)F)N3C=C(N=C3)C)NC4=NC=CC(=N4)C5=CN=CC=C5. Cell line: SF-295. Synergy scores: CSS=8.97, Synergy_ZIP=-5.56, Synergy_Bliss=0.254, Synergy_Loewe=0.732, Synergy_HSA=0.952. (3) Drug 1: C1=CC(=C2C(=C1NCCNCCO)C(=O)C3=C(C=CC(=C3C2=O)O)O)NCCNCCO. Drug 2: CC1C(C(CC(O1)OC2CC(OC(C2O)C)OC3=CC4=CC5=C(C(=O)C(C(C5)C(C(=O)C(C(C)O)O)OC)OC6CC(C(C(O6)C)O)OC7CC(C(C(O7)C)O)OC8CC(C(C(O8)C)O)(C)O)C(=C4C(=C3C)O)O)O)O. Cell line: SN12C. Synergy scores: CSS=51.8, Synergy_ZIP=6.03, Synergy_Bliss=5.91, Synergy_Loewe=-7.74, Synergy_HSA=6.54. (4) Synergy scores: CSS=22.3, Synergy_ZIP=-0.563, Synergy_Bliss=4.78, Synergy_Loewe=-2.17, Synergy_HSA=4.28. Drug 2: C1C(C(OC1N2C=NC(=NC2=O)N)CO)O. Cell line: HS 578T. Drug 1: CC1C(C(CC(O1)OC2CC(CC3=C2C(=C4C(=C3O)C(=O)C5=C(C4=O)C(=CC=C5)OC)O)(C(=O)C)O)N)O.Cl. (5) Drug 1: C1CCC(C(C1)N)N.C(=O)(C(=O)[O-])[O-].[Pt+4]. Drug 2: C(CN)CNCCSP(=O)(O)O. Cell line: EKVX. Synergy scores: CSS=1.27, Synergy_ZIP=-0.653, Synergy_Bliss=1.22, Synergy_Loewe=-0.428, Synergy_HSA=-0.511. (6) Drug 1: CCC1(CC2CC(C3=C(CCN(C2)C1)C4=CC=CC=C4N3)(C5=C(C=C6C(=C5)C78CCN9C7C(C=CC9)(C(C(C8N6C)(C(=O)OC)O)OC(=O)C)CC)OC)C(=O)OC)O.OS(=O)(=O)O. Drug 2: CN(C(=O)NC(C=O)C(C(C(CO)O)O)O)N=O. Cell line: IGROV1. Synergy scores: CSS=-1.75, Synergy_ZIP=-0.800, Synergy_Bliss=-2.49, Synergy_Loewe=-7.36, Synergy_HSA=-2.82.